Predict the reactants needed to synthesize the given product. From a dataset of Full USPTO retrosynthesis dataset with 1.9M reactions from patents (1976-2016). Given the product [CH3:24][N:25]([CH3:30])[CH2:26][CH2:27][CH2:28][O:20][C:19]([C:9]1[S:8][C:7]2[C:6]3[CH:22]=[C:2]([Cl:1])[CH:3]=[CH:4][C:5]=3[O:14][C:13]3[CH:15]=[CH:16][CH:17]=[CH:18][C:12]=3[C:11]=2[CH:10]=1)=[O:21], predict the reactants needed to synthesize it. The reactants are: [Cl:1][C:2]1[CH:3]=[CH:4][C:5]2[O:14][C:13]3[CH:15]=[CH:16][CH:17]=[CH:18][C:12]=3[C:11]3[CH:10]=[C:9]([C:19]([OH:21])=[O:20])[S:8][C:7]=3[C:6]=2[CH:22]=1.Cl.[CH3:24][N:25]([CH3:30])[CH2:26][CH2:27][CH2:28]Cl.